Task: Predict the product of the given reaction.. Dataset: Forward reaction prediction with 1.9M reactions from USPTO patents (1976-2016) (1) Given the reactants [Cl:1][C:2]1[CH:3]=[C:4]([CH:18]2[O:23][CH2:22][CH2:21][N:20](C(OC(C)(C)C)=O)[CH2:19]2)[CH:5]=[CH:6][C:7]=1[NH:8][C:9]1[N:14]=[CH:13][C:12]([CH:15]2[CH2:17][CH2:16]2)=[CH:11][N:10]=1.FC(F)(F)C(O)=O.CCOC(C)=O.C1COCC1, predict the reaction product. The product is: [Cl:1][C:2]1[CH:3]=[C:4]([CH:18]2[O:23][CH2:22][CH2:21][NH:20][CH2:19]2)[CH:5]=[CH:6][C:7]=1[NH:8][C:9]1[N:10]=[CH:11][C:12]([CH:15]2[CH2:17][CH2:16]2)=[CH:13][N:14]=1. (2) Given the reactants Cl.CS([C:6]1[N:11]=[C:10]([NH:12][C:13]2[C:14]3[CH:15]=[N:16][NH:17][C:18]=3[CH:19]=[CH:20][CH:21]=2)[CH:9]=[CH:8][N:7]=1)(=O)=O.[CH3:22][O:23][C:24]1[CH:25]=[C:26]([CH:28]=[C:29]([O:31][CH3:32])[CH:30]=1)[NH2:27], predict the reaction product. The product is: [CH3:32][O:31][C:29]1[CH:28]=[C:26]([NH:27][C:6]2[N:11]=[C:10]([NH:12][C:13]3[CH:21]=[CH:20][CH:19]=[C:18]4[C:14]=3[CH:15]=[N:16][NH:17]4)[CH:9]=[CH:8][N:7]=2)[CH:25]=[C:24]([O:23][CH3:22])[CH:30]=1.